This data is from NCI-60 drug combinations with 297,098 pairs across 59 cell lines. The task is: Regression. Given two drug SMILES strings and cell line genomic features, predict the synergy score measuring deviation from expected non-interaction effect. (1) Drug 1: C1=CC(=CC=C1CCCC(=O)O)N(CCCl)CCCl. Drug 2: CC1C(C(CC(O1)OC2CC(CC3=C2C(=C4C(=C3O)C(=O)C5=CC=CC=C5C4=O)O)(C(=O)C)O)N)O. Cell line: LOX IMVI. Synergy scores: CSS=41.8, Synergy_ZIP=0.150, Synergy_Bliss=2.92, Synergy_Loewe=-20.4, Synergy_HSA=3.40. (2) Drug 1: CNC(=O)C1=NC=CC(=C1)OC2=CC=C(C=C2)NC(=O)NC3=CC(=C(C=C3)Cl)C(F)(F)F. Drug 2: C1CNP(=O)(OC1)N(CCCl)CCCl. Cell line: CAKI-1. Synergy scores: CSS=-10.7, Synergy_ZIP=-8.74, Synergy_Bliss=-26.7, Synergy_Loewe=-39.7, Synergy_HSA=-36.8. (3) Drug 1: CC1=C(C=C(C=C1)NC2=NC=CC(=N2)N(C)C3=CC4=NN(C(=C4C=C3)C)C)S(=O)(=O)N.Cl. Drug 2: CC1=C(C=C(C=C1)C(=O)NC2=CC(=CC(=C2)C(F)(F)F)N3C=C(N=C3)C)NC4=NC=CC(=N4)C5=CN=CC=C5. Cell line: HCT-15. Synergy scores: CSS=-2.95, Synergy_ZIP=11.2, Synergy_Bliss=2.99, Synergy_Loewe=0.347, Synergy_HSA=-0.859.